This data is from Forward reaction prediction with 1.9M reactions from USPTO patents (1976-2016). The task is: Predict the product of the given reaction. (1) Given the reactants [NH2:1][C:2]1[CH:7]=[C:6]([OH:8])[CH:5]=[CH:4][N:3]=1.CCN(CC)CC.[CH:16]1([C:19](Cl)=[O:20])[CH2:18][CH2:17]1, predict the reaction product. The product is: [OH:8][C:6]1[CH:5]=[CH:4][N:3]=[C:2]([NH:1][C:19]([CH:16]2[CH2:18][CH2:17]2)=[O:20])[CH:7]=1. (2) The product is: [C:1]([O:9][C@H:10]1[CH2:15][C@H:14]([OH:16])[CH2:13][CH2:12][C@@H:11]1[C:24]1[N:28]([CH2:29][O:30][CH2:31][CH2:32][O:33][CH3:34])[N:27]=[CH:26][CH:25]=1)(=[O:8])[C:2]1[CH:7]=[CH:6][CH:5]=[CH:4][CH:3]=1. Given the reactants [C:1]([O:9][C@H:10]1[CH2:15][C@H:14]([O:16]CC2C=CC=CC=2)[CH2:13][CH2:12][C@@H:11]1[C:24]1[N:28]([CH2:29][O:30][CH2:31][CH2:32][O:33][CH3:34])[N:27]=[CH:26][CH:25]=1)(=[O:8])[C:2]1[CH:7]=[CH:6][CH:5]=[CH:4][CH:3]=1.C(O[C@@H]1CC[C@H](OCC2C=CC=CC=2)C[C@@H]1C1N(COCCOC)N=CC=1)(=O)C1C=CC=CC=1, predict the reaction product. (3) Given the reactants [NH2:1][C:2]1[CH:7]=[CH:6][C:5]([N:8]2[C:16]3[C:15]([NH2:17])=[N:14][CH:13]=[N:12][C:11]=3[C:10](I)=[N:9]2)=[CH:4][C:3]=1[O:19][CH3:20].[F:21][C:22]1[CH:30]=[C:29]([C:31]([F:34])([F:33])[F:32])[CH:28]=[CH:27][C:23]=1[C:24](Cl)=[O:25], predict the reaction product. The product is: [C:3]([OH:19])(=[O:25])[CH3:4].[NH2:17][C:15]1[C:16]2[N:8]([C:5]3[CH:6]=[CH:7][C:2]([NH:1][C:24](=[O:25])[C:23]4[CH:27]=[CH:28][C:29]([C:31]([F:32])([F:33])[F:34])=[CH:30][C:22]=4[F:21])=[C:3]([O:19][CH3:20])[CH:4]=3)[N:9]=[CH:10][C:11]=2[N:12]=[CH:13][N:14]=1. (4) Given the reactants [CH3:1][C:2](=[CH2:37])[C:3]#[C:4][C@@H:5]([N:16]1[CH2:21][CH2:20][C@@H:19]([CH2:22][C:23]([O:25]C)=[O:24])[CH2:18][C@H:17]1[C:27]1[CH:32]=[CH:31][C:30]([C:33]([F:36])([F:35])[F:34])=[CH:29][CH:28]=1)[C:6]1[CH:7]=[N:8][C:9]([C:12]([F:15])([F:14])[F:13])=[CH:10][CH:11]=1.[Li+].[OH-].Cl, predict the reaction product. The product is: [CH3:37][C:2](=[CH2:1])[C:3]#[C:4][C@@H:5]([N:16]1[CH2:21][CH2:20][C@@H:19]([CH2:22][C:23]([OH:25])=[O:24])[CH2:18][C@H:17]1[C:27]1[CH:32]=[CH:31][C:30]([C:33]([F:36])([F:34])[F:35])=[CH:29][CH:28]=1)[C:6]1[CH:7]=[N:8][C:9]([C:12]([F:15])([F:13])[F:14])=[CH:10][CH:11]=1. (5) Given the reactants C(OC([N:8]1[CH2:17][C:16]([CH3:19])([CH3:18])[C:15]2[C:10](=[CH:11][C:12]([NH:20][C:21](=[O:39])[C:22]3[CH:27]=[CH:26][CH:25]=[CH:24][C:23]=3[NH:28][CH2:29][C:30]3[C:38]4[C:33](=[N:34][CH:35]=[CH:36][CH:37]=4)[NH:32][CH:31]=3)=[CH:13][CH:14]=2)[CH2:9]1)=O)(C)(C)C.C(O)(C(F)(F)F)=O.C(Cl)Cl, predict the reaction product. The product is: [CH3:18][C:16]1([CH3:19])[C:15]2[C:10](=[CH:11][C:12]([NH:20][C:21](=[O:39])[C:22]3[CH:27]=[CH:26][CH:25]=[CH:24][C:23]=3[NH:28][CH2:29][C:30]3[C:38]4[C:33](=[N:34][CH:35]=[CH:36][CH:37]=4)[NH:32][CH:31]=3)=[CH:13][CH:14]=2)[CH2:9][NH:8][CH2:17]1. (6) Given the reactants [C:1]([C:4]1[CH:5]=[CH:6][C:7]([OH:13])=[C:8]([CH:12]=1)[C:9]([OH:11])=[O:10])(=[O:3])[CH3:2].FC(F)(F)C(O[C:19](=O)[C:20](F)(F)F)=O.F[C:28](F)(F)C(O)=O, predict the reaction product. The product is: [C:1]([C:4]1[CH:5]=[CH:6][C:7]2[O:13][C:19]([CH3:20])([CH3:28])[O:10][C:9](=[O:11])[C:8]=2[CH:12]=1)(=[O:3])[CH3:2].